This data is from Reaction yield outcomes from USPTO patents with 853,638 reactions. The task is: Predict the reaction yield, written as a fraction of the theoretical maximum amount of product (1.0 means a 100% yield; for example, 0.34 means a 34% yield). (1) The reactants are C([O:3][C:4]([C:6]1([C:12]#[N:13])[CH2:11][CH2:10][CH2:9][CH2:8][CH2:7]1)=O)C.[NH3:14]. No catalyst specified. The product is [C:12]([C:6]1([C:4]([NH2:14])=[O:3])[CH2:11][CH2:10][CH2:9][CH2:8][CH2:7]1)#[N:13]. The yield is 0.260. (2) The reactants are Br[C:2]1[C:10]2[C:9]([Cl:11])=[N:8][CH:7]=[N:6][C:5]=2[NH:4][CH:3]=1.C([Li])CCC.CCCCCC.Cl[C:24]([O:26][CH2:27][CH3:28])=[O:25].[Cl-].[NH4+]. The yield is 0.740. The catalyst is O1CCCC1. The product is [CH2:27]([O:26][C:24]([C:2]1[C:10]2[C:9]([Cl:11])=[N:8][CH:7]=[N:6][C:5]=2[NH:4][CH:3]=1)=[O:25])[CH3:28].